This data is from Reaction yield outcomes from USPTO patents with 853,638 reactions. The task is: Predict the reaction yield, written as a fraction of the theoretical maximum amount of product (1.0 means a 100% yield; for example, 0.34 means a 34% yield). (1) The reactants are [CH3:1][O:2][CH2:3][CH2:4][O:5][CH2:6][O:7][C:8]1[CH:13]=[CH:12][C:11](B2OC(C)(C)C(C)(C)O2)=[CH:10][C:9]=1[C:23]([F:26])([F:25])[F:24].[NH2:27][C:28]1[C:29]([C:37]#[N:38])=[N:30][C:31](Cl)=[CH:32][C:33]=1[NH:34][CH3:35].C1(P(C2CCCCC2)C2CCCCC2)CCCCC1.P([O-])([O-])([O-])=O.[K+].[K+].[K+]. The catalyst is CCOC(C)=O.C1C=CC(/C=C/C(/C=C/C2C=CC=CC=2)=O)=CC=1.C1C=CC(/C=C/C(/C=C/C2C=CC=CC=2)=O)=CC=1.C1C=CC(/C=C/C(/C=C/C2C=CC=CC=2)=O)=CC=1.[Pd].[Pd].C(Cl)Cl.O.O1CCOCC1. The product is [NH2:27][C:28]1[C:29]([C:37]#[N:38])=[N:30][C:31]([C:11]2[CH:12]=[CH:13][C:8]([O:7][CH2:6][O:5][CH2:4][CH2:3][O:2][CH3:1])=[C:9]([C:23]([F:24])([F:25])[F:26])[CH:10]=2)=[CH:32][C:33]=1[NH:34][CH3:35]. The yield is 0.280. (2) The reactants are [CH2:1]([N:8]1[C:12]([CH2:13][C:14](O)=[O:15])=[CH:11][N:10]=[CH:9]1)[C:2]1[CH:7]=[CH:6][CH:5]=[CH:4][CH:3]=1.[H-].[Al+3].[Li+].[H-].[H-].[H-]. The catalyst is O1CCCC1. The product is [CH2:1]([N:8]1[C:12]([CH2:13][CH2:14][OH:15])=[CH:11][N:10]=[CH:9]1)[C:2]1[CH:3]=[CH:4][CH:5]=[CH:6][CH:7]=1. The yield is 0.520. (3) The reactants are [CH3:1][C:2]1[CH:7]=[C:6]([CH3:8])[CH:5]=[CH:4][N+:3]=1[O-].[C:10]([O:13]C(=O)C)(=[O:12])[CH3:11]. No catalyst specified. The product is [CH3:8][C:6]1[CH:5]=[CH:4][N:3]=[C:2]([CH2:1][O:13][C:10](=[O:12])[CH3:11])[CH:7]=1. The yield is 0.298. (4) The reactants are C(O)(C(F)(F)F)=O.[F:8][C:9]1[CH:10]=[C:11]([NH:19][C:20]([C@H:22]2[C:31]3[C:26](=[CH:27][C:28]([O:32][CH3:33])=[CH:29][CH:30]=3)[CH2:25][CH2:24][N:23]2C(OC(C)(C)C)=O)=[O:21])[CH:12]=[CH:13][C:14]=1[Si:15]([CH3:18])([CH3:17])[CH3:16].C(=O)([O-])O.[Na+]. No catalyst specified. The product is [F:8][C:9]1[CH:10]=[C:11]([NH:19][C:20]([C@H:22]2[C:31]3[C:26](=[CH:27][C:28]([O:32][CH3:33])=[CH:29][CH:30]=3)[CH2:25][CH2:24][NH:23]2)=[O:21])[CH:12]=[CH:13][C:14]=1[Si:15]([CH3:17])([CH3:16])[CH3:18]. The yield is 0.840. (5) The reactants are [F:1][C:2]1[CH:7]=[CH:6][CH:5]=[CH:4][C:3]=1[CH:8]([C:11]1[C:19]2[C:14](=[CH:15][C:16]([N:20]3[CH2:25][CH2:24][O:23][CH2:22][CH2:21]3)=[CH:17][CH:18]=2)[NH:13][CH:12]=1)[CH2:9][NH2:10].O=[CH:27][C:28]([O:30][CH2:31][CH3:32])=[O:29].C1(C)C=CC=CC=1.Cl. The catalyst is O1CCOCC1.C(OCC)(=O)C.CCCCCC. The product is [F:1][C:2]1[CH:7]=[CH:6][CH:5]=[CH:4][C:3]=1[C:8]1[C:11]2[C:19]3[C:14](=[CH:15][C:16]([N:20]4[CH2:21][CH2:22][O:23][CH2:24][CH2:25]4)=[CH:17][CH:18]=3)[NH:13][C:12]=2[C:27]([C:28]([O:30][CH2:31][CH3:32])=[O:29])=[N:10][CH:9]=1. The yield is 0.416. (6) The reactants are [H-].[H-].[H-].[H-].[Li+].[Al+3].[NH2:7][C:8]1[CH:27]=[CH:26][C:11]([O:12][C:13]2[CH:18]=[CH:17][N:16]=[C:15]([C:19](OC(C)(C)C)=[O:20])[CH:14]=2)=[CH:10][C:9]=1[F:28]. The catalyst is C1COCC1. The product is [NH2:7][C:8]1[CH:27]=[CH:26][C:11]([O:12][C:13]2[CH:18]=[CH:17][N:16]=[C:15]([CH2:19][OH:20])[CH:14]=2)=[CH:10][C:9]=1[F:28]. The yield is 0.700. (7) The product is [Cl:19][C:20]1[CH:21]=[C:22]([C:2]2[CH:18]=[C:17]3[C:5]([CH2:6][CH2:7][C@@:8]43[C:13]([F:15])([F:14])[CH2:12][O:11][C:10]([NH2:16])=[N:9]4)=[CH:4][CH:3]=2)[CH:23]=[C:24]([Cl:26])[CH:25]=1. The catalyst is O. The reactants are Br[C:2]1[CH:18]=[C:17]2[C:5]([CH2:6][CH2:7][C@@:8]32[C:13]([F:15])([F:14])[CH2:12][O:11][C:10]([NH2:16])=[N:9]3)=[CH:4][CH:3]=1.[Cl:19][C:20]1[CH:21]=[C:22](B(O)O)[CH:23]=[C:24]([Cl:26])[CH:25]=1.COCCOC. The yield is 0.150. (8) The reactants are C(O)(C(F)(F)F)=O.[CH3:8][C:9]1[N:10]([CH2:14][CH2:15][NH:16][C:17](=O)[C:18]([O:20][CH2:21][CH3:22])=[O:19])[CH:11]=[CH:12][CH:13]=1. No catalyst specified. The product is [CH3:8][C:9]1[N:10]2[CH2:14][CH2:15][N:16]=[C:17]([C:18]([O:20][CH2:21][CH3:22])=[O:19])[C:11]2=[CH:12][CH:13]=1. The yield is 0.860. (9) The reactants are [OH-].[Na+].C([O:6][C:7]1[C:11]2=[N:12][C:13]([C@@H:22]([NH:24][C:25]3[C:30]([C:31]#[N:32])=[C:29]([NH2:33])[N:28]=[C:27]([NH2:34])[N:26]=3)[CH3:23])=[C:14]([N:16]3[CH2:21][CH2:20][O:19][CH2:18][CH2:17]3)[CH:15]=[C:10]2[N:9]([CH3:35])[CH:8]=1)(=O)C.C(=O)(O)[O-].[Na+]. The catalyst is CO. The product is [NH2:34][C:27]1[N:28]=[C:29]([NH2:33])[C:30]([C:31]#[N:32])=[C:25]([NH:24][C@H:22]([C:13]2[N:12]=[C:11]3[C:7]([OH:6])=[CH:8][N:9]([CH3:35])[C:10]3=[CH:15][C:14]=2[N:16]2[CH2:21][CH2:20][O:19][CH2:18][CH2:17]2)[CH3:23])[N:26]=1. The yield is 0.0704. (10) The reactants are [S:1]1[CH:5]=[CH:4][CH:3]=[C:2]1[C:6]1[O:10][N:9]=[CH:8][CH:7]=1.CO[CH:13](OC)[N:14]([CH3:16])[CH3:15].CO. The catalyst is C1(C)C=CC=CC=1. The product is [CH3:16][N:14]([CH:13]=[C:7]([C:6](=[O:10])[C:2]1[S:1][CH:5]=[CH:4][CH:3]=1)[C:8]#[N:9])[CH3:15]. The yield is 0.870.